This data is from Full USPTO retrosynthesis dataset with 1.9M reactions from patents (1976-2016). The task is: Predict the reactants needed to synthesize the given product. (1) Given the product [Br:1][C:2]1[CH:3]=[C:4]2[C:8](=[CH:9][CH:10]=1)[N:7]=[CH:6][C:5]([OH:12])=[C:17]2[C:18]([OH:20])=[O:19], predict the reactants needed to synthesize it. The reactants are: [Br:1][C:2]1[CH:3]=[C:4]2[C:8](=[CH:9][CH:10]=1)[NH:7][C:6](=O)[C:5]2=[O:12].[OH-].[K+].BrC[C:17](=O)[C:18]([OH:20])=[O:19].Cl. (2) The reactants are: [Cl:1][C:2]1[CH:3]=[C:4]([O:12][C:13]2[C:22]([CH:23]=[CH2:24])=[CH:21][C:16]([C:17]([O:19]C)=[O:18])=[C:15]([F:25])[CH:14]=2)[CH:5]=[N:6][C:7]=1[O:8][CH:9]([CH3:11])[CH3:10].[OH-].[Li+]. Given the product [Cl:1][C:2]1[CH:3]=[C:4]([O:12][C:13]2[C:22]([CH:23]=[CH2:24])=[CH:21][C:16]([C:17]([OH:19])=[O:18])=[C:15]([F:25])[CH:14]=2)[CH:5]=[N:6][C:7]=1[O:8][CH:9]([CH3:10])[CH3:11], predict the reactants needed to synthesize it.